From a dataset of Full USPTO retrosynthesis dataset with 1.9M reactions from patents (1976-2016). Predict the reactants needed to synthesize the given product. Given the product [OH:4][C@H:5]1[CH2:22][CH2:21][C@@:20]2([CH3:23])[C@@H:7]([CH2:8][CH2:9][C@:10]3([CH3:46])[C@@H:19]2[CH2:18][CH2:17][C@H:16]2[C@@:11]3([CH3:45])[CH2:12][CH2:13][C@@:14]3([C:30]([NH:31][C@H:32]4[CH2:36][C@@H:35]([CH2:37][N:38]5[CH2:39][CH2:40][O:41][CH2:42][CH2:43]5)[CH:34]=[CH:33]4)=[O:44])[CH2:26][CH2:25][C@@H:24]([C:27]([CH3:29])=[CH2:28])[C@@H:15]32)[C:6]1([CH3:48])[CH3:47], predict the reactants needed to synthesize it. The reactants are: C([O:4][C@H:5]1[CH2:22][CH2:21][C@@:20]2([CH3:23])[C@@H:7]([CH2:8][CH2:9][C@:10]3([CH3:46])[C@@H:19]2[CH2:18][CH2:17][C@H:16]2[C@@:11]3([CH3:45])[CH2:12][CH2:13][C@@:14]3([C:30](=[O:44])[NH:31][C@H:32]4[CH2:36][C@@H:35]([CH2:37][N:38]5[CH2:43][CH2:42][O:41][CH2:40][CH2:39]5)[CH:34]=[CH:33]4)[CH2:26][CH2:25][C@@H:24]([C:27]([CH3:29])=[CH2:28])[C@@H:15]32)[C:6]1([CH3:48])[CH3:47])(=O)C.C1COCC1.[OH-].[Na+].